From a dataset of NCI-60 drug combinations with 297,098 pairs across 59 cell lines. Regression. Given two drug SMILES strings and cell line genomic features, predict the synergy score measuring deviation from expected non-interaction effect. (1) Drug 1: CC(C1=C(C=CC(=C1Cl)F)Cl)OC2=C(N=CC(=C2)C3=CN(N=C3)C4CCNCC4)N. Drug 2: CC1C(C(CC(O1)OC2CC(CC3=C2C(=C4C(=C3O)C(=O)C5=CC=CC=C5C4=O)O)(C(=O)C)O)N)O. Cell line: U251. Synergy scores: CSS=42.3, Synergy_ZIP=2.88, Synergy_Bliss=4.18, Synergy_Loewe=-13.8, Synergy_HSA=4.54. (2) Drug 1: CC1=CC2C(CCC3(C2CCC3(C(=O)C)OC(=O)C)C)C4(C1=CC(=O)CC4)C. Drug 2: CC1=C(C=C(C=C1)C(=O)NC2=CC(=CC(=C2)C(F)(F)F)N3C=C(N=C3)C)NC4=NC=CC(=N4)C5=CN=CC=C5. Cell line: MALME-3M. Synergy scores: CSS=-5.99, Synergy_ZIP=2.72, Synergy_Bliss=0.234, Synergy_Loewe=-6.79, Synergy_HSA=-4.54.